From a dataset of NCI-60 drug combinations with 297,098 pairs across 59 cell lines. Regression. Given two drug SMILES strings and cell line genomic features, predict the synergy score measuring deviation from expected non-interaction effect. (1) Drug 1: C1=CC(=C2C(=C1NCCNCCO)C(=O)C3=C(C=CC(=C3C2=O)O)O)NCCNCCO. Drug 2: CC1=C(C(=CC=C1)Cl)NC(=O)C2=CN=C(S2)NC3=CC(=NC(=N3)C)N4CCN(CC4)CCO. Cell line: SNB-19. Synergy scores: CSS=50.8, Synergy_ZIP=1.47, Synergy_Bliss=2.19, Synergy_Loewe=0.791, Synergy_HSA=4.95. (2) Drug 1: CC1=C(C=C(C=C1)NC2=NC=CC(=N2)N(C)C3=CC4=NN(C(=C4C=C3)C)C)S(=O)(=O)N.Cl. Drug 2: CC(CN1CC(=O)NC(=O)C1)N2CC(=O)NC(=O)C2. Cell line: UACC62. Synergy scores: CSS=16.0, Synergy_ZIP=-4.95, Synergy_Bliss=0.566, Synergy_Loewe=-0.200, Synergy_HSA=0.793. (3) Drug 1: CC1CCC2CC(C(=CC=CC=CC(CC(C(=O)C(C(C(=CC(C(=O)CC(OC(=O)C3CCCCN3C(=O)C(=O)C1(O2)O)C(C)CC4CCC(C(C4)OC)O)C)C)O)OC)C)C)C)OC. Drug 2: CC12CCC3C(C1CCC2OP(=O)(O)O)CCC4=C3C=CC(=C4)OC(=O)N(CCCl)CCCl.[Na+]. Cell line: SF-268. Synergy scores: CSS=23.9, Synergy_ZIP=-1.27, Synergy_Bliss=4.24, Synergy_Loewe=1.03, Synergy_HSA=4.80.